This data is from Full USPTO retrosynthesis dataset with 1.9M reactions from patents (1976-2016). The task is: Predict the reactants needed to synthesize the given product. (1) Given the product [F:41][C:42]1[CH:64]=[CH:63][C:45]([CH2:46][N:47]2[CH2:51][C@H:50]([CH3:52])[N:49]([C:53]3[S:54][C:55]([C:59]([NH:16][CH2:15][C:10]4[CH:11]=[CH:12][CH:13]=[CH:14][N:9]=4)=[O:60])=[C:56]([CH3:58])[N:57]=3)[C:48]2=[O:62])=[CH:44][CH:43]=1, predict the reactants needed to synthesize it. The reactants are: N1C=CC=C(CN)C=1.[N:9]1[CH:14]=[CH:13][CH:12]=[CH:11][C:10]=1[CH2:15][NH2:16].FC1C=CC(CN2[C@@H](C)CN(C3SC(C(O)=O)=C(C)N=3)C2=O)=CC=1.[F:41][C:42]1[CH:64]=[CH:63][C:45]([CH2:46][N:47]2[CH2:51][C@H:50]([CH3:52])[N:49]([C:53]3[S:54][C:55]([C:59](O)=[O:60])=[C:56]([CH3:58])[N:57]=3)[C:48]2=[O:62])=[CH:44][CH:43]=1. (2) Given the product [Cl:1][C:2]1[CH:9]=[C:8]([F:10])[CH:7]=[CH:6][C:3]=1[CH:4]=[C:13]([C:12](=[O:11])[CH2:18][CH2:19][C:20]1[CH:21]=[CH:22][N:23]=[CH:24][CH:25]=1)[C:14]([O:16][CH3:17])=[O:15], predict the reactants needed to synthesize it. The reactants are: [Cl:1][C:2]1[CH:9]=[C:8]([F:10])[CH:7]=[CH:6][C:3]=1[CH:4]=O.[O:11]=[C:12]([CH2:18][CH2:19][C:20]1[CH:25]=[CH:24][N:23]=[CH:22][CH:21]=1)[CH2:13][C:14]([O:16][CH3:17])=[O:15].N1CCCCC1.C(O)(=O)C.